Dataset: Reaction yield outcomes from USPTO patents with 853,638 reactions. Task: Predict the reaction yield, written as a fraction of the theoretical maximum amount of product (1.0 means a 100% yield; for example, 0.34 means a 34% yield). (1) The reactants are C([O:4][CH2:5][C:6]1[CH:20]=[CH:19][C:9]2[NH:10][C:11]3[CH:18]=[CH:17][CH:16]=[CH:15][C:12]=3[CH2:13][CH2:14][C:8]=2[CH:7]=1)(=O)C.C[O-].[Na+]. The catalyst is CO. The product is [CH:7]1[C:8]2[CH2:14][CH2:13][C:12]3[CH:15]=[CH:16][CH:17]=[CH:18][C:11]=3[NH:10][C:9]=2[CH:19]=[CH:20][C:6]=1[CH2:5][OH:4]. The yield is 0.720. (2) The reactants are [C:1]([NH:8][C@@H:9]([C:11]([OH:13])=O)[CH3:10])([O:3][C:4]([CH3:7])([CH3:6])[CH3:5])=[O:2].C1[CH:15]=[CH:16][C:17]2[N:22](O)N=N[C:18]=2[CH:19]=1.CCN(C(C)C)C(C)C.C1(N)CCCC1.C(Cl)CCl. The catalyst is C(Cl)Cl. The product is [CH:17]1([NH:22][C:11](=[O:13])[C@H:9]([NH:8][C:1](=[O:2])[O:3][C:4]([CH3:5])([CH3:6])[CH3:7])[CH3:10])[CH2:16][CH2:15][CH2:19][CH2:18]1. The yield is 0.920. (3) The reactants are [Br:1][CH2:2][CH2:3][CH2:4][CH2:5][CH2:6][C:7]1[CH:12]=[CH:11][C:10]([C:13]2[CH:18]=[CH:17][CH:16]=[CH:15][CH:14]=2)=[CH:9][CH:8]=1.[N:19]1[CH:24]=[CH:23][CH:22]=[CH:21][C:20]=1[CH3:25]. No catalyst specified. The product is [Br-:1].[C:10]1([C:13]2[CH:18]=[CH:17][CH:16]=[CH:15][CH:14]=2)[CH:11]=[CH:12][C:7]([CH2:6][CH2:5][CH2:4][CH2:3][CH2:2][N+:19]2[CH:24]=[CH:23][CH:22]=[CH:21][C:20]=2[CH3:25])=[CH:8][CH:9]=1. The yield is 0.840. (4) The reactants are C([N:8](CC1C=CC=CC=1)[C@H:9]1[CH2:14][CH2:13][C@H:12]([O:15][CH2:16][CH2:17][O:18][CH3:19])[CH2:11][CH2:10]1)C1C=CC=CC=1.[H][H]. The catalyst is C(O)C.[OH-].[OH-].[Pd+2]. The product is [CH3:19][O:18][CH2:17][CH2:16][O:15][C@H:12]1[CH2:13][CH2:14][C@H:9]([NH2:8])[CH2:10][CH2:11]1. The yield is 0.920. (5) The reactants are [CH:1]1([CH:4]([C:20]2[CH:25]=[CH:24][CH:23]=[C:22]([C:26]([F:29])([F:28])[F:27])[CH:21]=2)[N:5]2[CH2:10][CH2:9][N:8]([CH2:11][C:12]([O:14]C(C)(C)C)=[O:13])[C@H:7]([CH3:19])[CH2:6]2)[CH2:3][CH2:2]1.[ClH:30]. No catalyst specified. The product is [ClH:30].[ClH:30].[CH:1]1([CH:4]([C:20]2[CH:25]=[CH:24][CH:23]=[C:22]([C:26]([F:28])([F:29])[F:27])[CH:21]=2)[N:5]2[CH2:10][CH2:9][N:8]([CH2:11][C:12]([OH:14])=[O:13])[C@H:7]([CH3:19])[CH2:6]2)[CH2:3][CH2:2]1. The yield is 0.796. (6) The reactants are CC[N:3](C(C)C)C(C)C.[I-].ClC1C=CC=C[N+]=1C.[F:19][C:20]1[CH:25]=[CH:24][C:23]([C:26]2[N:30]([CH:31]3[CH2:36][CH2:35][CH2:34][CH2:33][O:32]3)[N:29]=[C:28]([C:37]([OH:39])=O)[CH:27]=2)=[CH:22][CH:21]=1.[Br:40][C:41]1[CH:49]=[CH:48][C:44](C(O)=O)=[CH:43][N:42]=1. The catalyst is C1COCC1. The product is [Br:40][C:41]1[N:42]=[C:43]([NH:3][C:37]([C:28]2[CH:27]=[C:26]([C:23]3[CH:22]=[CH:21][C:20]([F:19])=[CH:25][CH:24]=3)[N:30]([CH:31]3[CH2:36][CH2:35][CH2:34][CH2:33][O:32]3)[N:29]=2)=[O:39])[CH:44]=[CH:48][CH:49]=1. The yield is 0.810. (7) The reactants are O1C2(CCC(C3C4C(=CC=CC=4)NC=3)CC2)OCC1.[O:20]1[C:24]2([CH2:29][CH2:28][C:27]([C:30]3[C:38]4[C:33](=[CH:34][CH:35]=[CH:36][CH:37]=4)[NH:32][N:31]=3)=[CH:26][CH2:25]2)[O:23][CH2:22][CH2:21]1. No catalyst specified. The product is [O:23]1[C:24]2([CH2:29][CH2:28][CH:27]([C:30]3[C:38]4[C:33](=[CH:34][CH:35]=[CH:36][CH:37]=4)[NH:32][N:31]=3)[CH2:26][CH2:25]2)[O:20][CH2:21][CH2:22]1. The yield is 0.670.